From a dataset of Forward reaction prediction with 1.9M reactions from USPTO patents (1976-2016). Predict the product of the given reaction. Given the reactants [Br:1]Br.[C:3]([O:7][C:8]([N:10]1[CH2:15][CH2:14][N:13]([C:16]2[C:21]([C:22]([F:25])([F:24])[F:23])=[CH:20][CH:19]=[CH:18][N:17]=2)[CH2:12][C@H:11]1[CH3:26])=[O:9])([CH3:6])([CH3:5])[CH3:4], predict the reaction product. The product is: [C:3]([O:7][C:8]([N:10]1[CH2:15][CH2:14][N:13]([C:16]2[C:21]([C:22]([F:25])([F:23])[F:24])=[CH:20][C:19]([Br:1])=[CH:18][N:17]=2)[CH2:12][C@H:11]1[CH3:26])=[O:9])([CH3:6])([CH3:4])[CH3:5].